Dataset: Catalyst prediction with 721,799 reactions and 888 catalyst types from USPTO. Task: Predict which catalyst facilitates the given reaction. (1) Reactant: [CH:1]([C:3]1[S:7][C:6]([NH:8][C:9](=[O:11])[CH3:10])=[N:5][CH:4]=1)=[O:2].[CH3:12][Mg+].[Br-]. Product: [OH:2][CH:1]([C:3]1[S:7][C:6]([NH:8][C:9](=[O:11])[CH3:10])=[N:5][CH:4]=1)[CH3:12]. The catalyst class is: 1. (2) Reactant: [F:1][C:2]([F:18])([F:17])[C:3]1[CH:11]=[C:10]2[C:6]([CH:7]=[C:8]([C:12]([O:14][CH2:15][CH3:16])=[O:13])[NH:9]2)=[CH:5][CH:4]=1.IC.[C:21](=O)([O-])[O-].[K+].[K+].O. Product: [CH3:21][N:9]1[C:10]2[C:6](=[CH:5][CH:4]=[C:3]([C:2]([F:17])([F:1])[F:18])[CH:11]=2)[CH:7]=[C:8]1[C:12]([O:14][CH2:15][CH3:16])=[O:13]. The catalyst class is: 3. (3) Reactant: [NH2:1][C:2]1[CH:3]=[CH:4][C:5]([O:8][CH3:9])=[N:6][CH:7]=1.C(=O)([O-])[O-].[K+].[K+].Cl[C:17]([O:19][C:20]1[CH:25]=[CH:24][CH:23]=[CH:22][CH:21]=1)=[O:18]. Product: [C:20]1([O:19][C:17](=[O:18])[NH:1][C:2]2[CH:7]=[N:6][C:5]([O:8][CH3:9])=[CH:4][CH:3]=2)[CH:25]=[CH:24][CH:23]=[CH:22][CH:21]=1. The catalyst class is: 60. (4) Reactant: [CH:1]1([C:7](Cl)=[O:8])[CH2:6][CH2:5][CH2:4][CH2:3][CH2:2]1.C1(C2[O:20][N:19]=[C:18](C3C=CC(CN)=CC=3)[N:17]=2)CCCCC1. Product: [OH:20][N:19]=[C:18]([NH2:17])[C:4]1[CH:5]=[CH:6][C:1]([CH2:7][OH:8])=[CH:2][CH:3]=1. The catalyst class is: 17.